From a dataset of Reaction yield outcomes from USPTO patents with 853,638 reactions. Predict the reaction yield, written as a fraction of the theoretical maximum amount of product (1.0 means a 100% yield; for example, 0.34 means a 34% yield). (1) The reactants are I[C:2]1[CH:7]=[CH:6][C:5]([N+:8]([O-:10])=[O:9])=[CH:4][CH:3]=1.C(N(CC)CC)C.[C:18]([O:22][CH3:23])(=[O:21])[C:19]#[CH:20]. The catalyst is C1COCC1. The product is [CH3:23][O:22][C:18](=[O:21])[C:19]#[C:20][C:2]1[CH:7]=[CH:6][C:5]([N+:8]([O-:10])=[O:9])=[CH:4][CH:3]=1. The yield is 0.590. (2) The reactants are [CH2:1]([O:3][C:4]([C@@H:6]1[C@@H:8]([C:9](=[O:24])[NH:10][C@@H:11]([CH2:18][C:19]2[N:20]=[CH:21][S:22][CH:23]=2)[C:12](=[O:17])[NH:13][CH2:14][C:15]#[CH:16])[O:7]1)=[O:5])[CH3:2].[N:25]([C:28]1C(F)=CC=[CH:30][C:29]=1F)=[N+:26]=[N-:27].CCCC[Sn](OC(C)=O)(CCCC)CCCC.[CH3:53][C:54](O)([CH3:56])[CH3:55].[CH3:58][CH2:59]O.O. The catalyst is [O-]S([O-])(=O)=O.[Cu+2]. The product is [CH2:1]([O:3][C:4]([C@@H:6]1[C@@H:8]([C:9](=[O:24])[NH:10][C@@H:11]([CH2:18][C:19]2[N:20]=[CH:21][S:22][CH:23]=2)[C:12]([NH:13][CH2:14][C:15]2[N:27]=[N:26][N:25]([C:28]3[C:29]([CH3:30])=[CH:55][C:54]([CH3:56])=[CH:53][C:59]=3[CH3:58])[CH:16]=2)=[O:17])[O:7]1)=[O:5])[CH3:2]. The yield is 0.428. (3) The reactants are C([O:3][C:4](=O)[CH2:5][C:6]1[CH:11]=[CH:10][C:9]([O:12][C:13]2[CH:18]=[CH:17][CH:16]=[C:15]([N+:19]([O-])=O)[CH:14]=2)=[CH:8][C:7]=1[N+:22]([O-])=O)C. The catalyst is C(O)(=O)C.[Pd]. The product is [NH2:19][C:15]1[CH:14]=[C:13]([CH:18]=[CH:17][CH:16]=1)[O:12][C:9]1[CH:8]=[C:7]2[C:6]([CH2:5][C:4](=[O:3])[NH:22]2)=[CH:11][CH:10]=1. The yield is 0.500. (4) The reactants are [CH2:1]([N:4]1[C:8]([SH:9])=[N:7][N:6]=[C:5]1[CH2:10][NH:11][S:12]([C:15]1[CH:20]=[CH:19][C:18]([Cl:21])=[CH:17][CH:16]=1)(=[O:14])=[O:13])[CH:2]=[CH2:3].CC[NH+](CC)CC.CC[NH+](CC)CC.C([O-])([O-])=O.I[CH2:41][CH:42]1[CH2:46][CH2:45][CH2:44][CH2:43]1. The catalyst is CN(C=O)C. The product is [CH2:1]([N:4]1[C:8]([S:9][CH2:41][CH:42]2[CH2:46][CH2:45][CH2:44][CH2:43]2)=[N:7][N:6]=[C:5]1[CH2:10][NH:11][S:12]([C:15]1[CH:16]=[CH:17][C:18]([Cl:21])=[CH:19][CH:20]=1)(=[O:13])=[O:14])[CH:2]=[CH2:3]. The yield is 0.300. (5) The reactants are C([O:4][CH2:5][C:6]([CH3:50])([CH3:49])[CH2:7][N:8]1[C:14]2[CH:15]=[CH:16][C:17]([Cl:19])=[CH:18][C:13]=2[C@@H:12]([C:20]2[CH:25]=[CH:24][CH:23]=[C:22]([O:26][CH3:27])[C:21]=2[O:28][CH3:29])[O:11][C@H:10]([CH2:30][C:31]([NH:33][C:34]2[CH:35]=[CH:36][CH:37]=[C:38]3[C:42]=2[NH:41][C:40]([C:43]([O:45]CC)=[O:44])=[CH:39]3)=[O:32])[C:9]1=[O:48])(=O)C.[OH-].[Na+].C(O)C. The catalyst is O. The product is [Cl:19][C:17]1[CH:16]=[CH:15][C:14]2[N:8]([CH2:7][C:6]([CH3:50])([CH3:49])[CH2:5][OH:4])[C:9](=[O:48])[C@@H:10]([CH2:30][C:31]([NH:33][C:34]3[CH:35]=[CH:36][CH:37]=[C:38]4[C:42]=3[NH:41][C:40]([C:43]([OH:45])=[O:44])=[CH:39]4)=[O:32])[O:11][C@H:12]([C:20]3[CH:25]=[CH:24][CH:23]=[C:22]([O:26][CH3:27])[C:21]=3[O:28][CH3:29])[C:13]=2[CH:18]=1. The yield is 0.730. (6) The reactants are Br[C:2]1[S:3][C:4]([NH:12][CH3:13])=[C:5]([C:7]([O:9][CH2:10][CH3:11])=[O:8])[N:6]=1.[N:14]1([C:20]([O:22][C:23]([CH3:26])([CH3:25])[CH3:24])=[O:21])[CH2:19][CH2:18][NH:17][CH2:16][CH2:15]1.CCN(C(C)C)C(C)C. The catalyst is O1CCOCC1. The product is [C:23]([O:22][C:20]([N:14]1[CH2:19][CH2:18][N:17]([C:2]2[S:3][C:4]([NH:12][CH3:13])=[C:5]([C:7]([O:9][CH2:10][CH3:11])=[O:8])[N:6]=2)[CH2:16][CH2:15]1)=[O:21])([CH3:26])([CH3:24])[CH3:25]. The yield is 0.350. (7) The reactants are Br[C:2]1[CH:3]=[CH:4][C:5]2[N:6]([C:8]([C:11]([N:13]3[CH2:18][CH2:17][CH:16]([C:19]4[CH:24]=[C:23]([Cl:25])[CH:22]=[CH:21][C:20]=4[C:26]([F:29])([F:28])[F:27])[CH2:15][CH2:14]3)=[O:12])=[N:9][N:10]=2)[CH:7]=1.[CH3:30][N:31](C=O)C. The catalyst is O.[C-]#N.[Zn+2].[C-]#N.C1C=CC([P]([Pd]([P](C2C=CC=CC=2)(C2C=CC=CC=2)C2C=CC=CC=2)([P](C2C=CC=CC=2)(C2C=CC=CC=2)C2C=CC=CC=2)[P](C2C=CC=CC=2)(C2C=CC=CC=2)C2C=CC=CC=2)(C2C=CC=CC=2)C2C=CC=CC=2)=CC=1. The product is [Cl:25][C:23]1[CH:22]=[CH:21][C:20]([C:26]([F:29])([F:28])[F:27])=[C:19]([CH:16]2[CH2:17][CH2:18][N:13]([C:11]([C:8]3[N:6]4[CH:7]=[C:2]([C:30]#[N:31])[CH:3]=[CH:4][C:5]4=[N:10][N:9]=3)=[O:12])[CH2:14][CH2:15]2)[CH:24]=1. The yield is 0.630. (8) The reactants are Cl.[CH2:2]([N:4](CC)CC)[CH3:3].[Cl:9][C:10]1[CH:11]=[C:12]([N:17]2[C:21]3=[N:22][CH:23]=[C:24]([S:25](Cl)(=[O:27])=[O:26])[N:20]3[C@:19]([CH3:41])([CH2:29][C:30]3[CH:35]=[CH:34][C:33]([O:36][C:37]([F:40])([F:39])[F:38])=[CH:32][CH:31]=3)[C:18]2=[O:42])[CH:13]=[C:14]([Cl:16])[CH:15]=1.CCO[C:46]([CH3:48])=[O:47].C[N:50]([CH:52]=[O:53])C. The catalyst is O1CCOCC1.C(Cl)Cl. The product is [Cl:9][C:10]1[CH:11]=[C:12]([N:17]2[C:21]3=[N:22][CH:23]=[C:24]([S:25]([NH:4][C@@H:2]([CH3:3])[C:52]([NH:50][CH2:48][CH2:46][OH:47])=[O:53])(=[O:27])=[O:26])[N:20]3[C@:19]([CH3:41])([CH2:29][C:30]3[CH:35]=[CH:34][C:33]([O:36][C:37]([F:40])([F:39])[F:38])=[CH:32][CH:31]=3)[C:18]2=[O:42])[CH:13]=[C:14]([Cl:16])[CH:15]=1. The yield is 0.810.